Dataset: Reaction yield outcomes from USPTO patents with 853,638 reactions. Task: Predict the reaction yield, written as a fraction of the theoretical maximum amount of product (1.0 means a 100% yield; for example, 0.34 means a 34% yield). (1) The reactants are [H-].[Na+].[C:3]([O:11][CH2:12][CH3:13])(=[O:10])[CH2:4][C:5]([O:7]CC)=O.[CH2:14]([N:18]1[C:23]2[N:24]=[CH:25][CH:26]=[CH:27][C:22]=2C(=O)[O:20][C:19]1=O)[CH2:15][CH2:16][CH3:17]. The catalyst is CC(N(C)C)=O. The product is [CH2:14]([N:18]1[C:23]2[C:22](=[CH:27][CH:26]=[CH:25][N:24]=2)[C:5]([OH:7])=[C:4]([C:3]([O:11][CH2:12][CH3:13])=[O:10])[C:19]1=[O:20])[CH2:15][CH2:16][CH3:17]. The yield is 0.700. (2) The reactants are [CH3:1][O:2][C:3]1[C:8]2[S:9](=[O:28])(=[O:27])[CH2:10][C:11]3[C:15]([C:16]([O:18]CC)=[O:17])=[N:14][N:13]([C:21]4[CH:26]=[CH:25][CH:24]=[CH:23][CH:22]=4)[C:12]=3[C:7]=2[CH:6]=[CH:5][CH:4]=1.[OH-].[Na+]. The catalyst is C1COCC1. The product is [CH3:1][O:2][C:3]1[C:8]2[S:9](=[O:28])(=[O:27])[CH2:10][C:11]3[C:15]([C:16]([OH:18])=[O:17])=[N:14][N:13]([C:21]4[CH:22]=[CH:23][CH:24]=[CH:25][CH:26]=4)[C:12]=3[C:7]=2[CH:6]=[CH:5][CH:4]=1. The yield is 0.700. (3) The reactants are [C:1]([C:4]1[CH:9]=[N:8][CH:7]=[CH:6][N:5]=1)(=O)[CH3:2].COC(OC)[N:13]([CH3:15])C.[NH2:18]N. The catalyst is C(O)C. The product is [NH:18]1[C:1]([C:4]2[CH:9]=[N:8][CH:7]=[CH:6][N:5]=2)=[CH:2][CH:15]=[N:13]1. The yield is 0.940.